This data is from Catalyst prediction with 721,799 reactions and 888 catalyst types from USPTO. The task is: Predict which catalyst facilitates the given reaction. Reactant: F[C:2]1[CH:3]=[CH:4][C:5]([N+:11]([O-:13])=[O:12])=[C:6]([CH:10]=1)[C:7]([NH2:9])=[O:8].[C:14]1([S:20]([O:22][Na])=[O:21])[CH:19]=[CH:18][CH:17]=[CH:16][CH:15]=1.O. Product: [C:14]1([S:20]([C:2]2[CH:3]=[CH:4][C:5]([N+:11]([O-:13])=[O:12])=[C:6]([CH:10]=2)[C:7]([NH2:9])=[O:8])(=[O:22])=[O:21])[CH:19]=[CH:18][CH:17]=[CH:16][CH:15]=1. The catalyst class is: 16.